This data is from Forward reaction prediction with 1.9M reactions from USPTO patents (1976-2016). The task is: Predict the product of the given reaction. (1) Given the reactants [Cl:1][C:2]1[CH:10]=[C:9]2[C:5]([CH2:6][C:7](=[O:11])[NH:8]2)=[CH:4][CH:3]=1.[CH3:12][C:13]([CH3:18])([CH3:17])[CH2:14][CH:15]=O.N1CCCC1, predict the reaction product. The product is: [Cl:1][C:2]1[CH:10]=[C:9]2[C:5](/[C:6](=[CH:15]/[CH2:14][C:13]([CH3:18])([CH3:17])[CH3:12])/[C:7](=[O:11])[NH:8]2)=[CH:4][CH:3]=1. (2) Given the reactants Br[C:2]1[N:7]2[N:8]=[C:9]([NH:11][C:12](=[O:19])[C:13]3[CH:18]=[CH:17][CH:16]=[CH:15][CH:14]=3)[N:10]=[C:6]2[CH:5]=[CH:4][CH:3]=1.[O:20]1[CH:24]=[CH:23][CH:22]=[C:21]1B(O)O, predict the reaction product. The product is: [O:20]1[CH:24]=[CH:23][CH:22]=[C:21]1[C:2]1[N:7]2[N:8]=[C:9]([NH:11][C:12](=[O:19])[C:13]3[CH:18]=[CH:17][CH:16]=[CH:15][CH:14]=3)[N:10]=[C:6]2[CH:5]=[CH:4][CH:3]=1.